This data is from Forward reaction prediction with 1.9M reactions from USPTO patents (1976-2016). The task is: Predict the product of the given reaction. (1) Given the reactants [N+:1]([O-:4])(O)=[O:2].S(=O)(=O)(O)O.[C:10]1([C@H:16]2[CH2:21][CH2:20][C@H:19]([CH2:22][C:23]([O:25][CH3:26])=[O:24])[CH2:18][CH2:17]2)[CH:15]=[CH:14][CH:13]=[CH:12][CH:11]=1, predict the reaction product. The product is: [N+:1]([C:13]1[CH:14]=[CH:15][C:10]([C@H:16]2[CH2:17][CH2:18][C@H:19]([CH2:22][C:23]([O:25][CH3:26])=[O:24])[CH2:20][CH2:21]2)=[CH:11][CH:12]=1)([O-:4])=[O:2]. (2) Given the reactants Br[C:2]1[CH:3]=[C:4]([CH:8]([C:19]2[CH:24]=[CH:23][CH:22]=[CH:21][C:20]=2[CH3:25])[CH2:9][C:10]([C:12]2[CH:17]=[CH:16][N:15]=[C:14]([CH3:18])[CH:13]=2)=[O:11])[CH:5]=[CH:6][CH:7]=1.[CH3:26][O:27][C:28]([C:30]1[CH:35]=[CH:34][C:33](B(O)O)=[CH:32][CH:31]=1)=[O:29], predict the reaction product. The product is: [CH3:26][O:27][C:28]([C:30]1[CH:35]=[CH:34][C:33]([C:6]2[CH:7]=[CH:2][CH:3]=[C:4]([CH:8]([C:19]3[CH:24]=[CH:23][CH:22]=[CH:21][C:20]=3[CH3:25])[CH2:9][C:10]([C:12]3[CH:17]=[CH:16][N:15]=[C:14]([CH3:18])[CH:13]=3)=[O:11])[CH:5]=2)=[CH:32][CH:31]=1)=[O:29]. (3) Given the reactants [CH:1]([O:4][C:5]1[CH:6]=[C:7]([CH:13]([OH:16])[CH2:14][CH3:15])[CH:8]=[CH:9][C:10]=1[O:11][CH3:12])([CH3:3])[CH3:2], predict the reaction product. The product is: [CH:1]([O:4][C:5]1[CH:6]=[C:7]([C:13](=[O:16])[CH2:14][CH3:15])[CH:8]=[CH:9][C:10]=1[O:11][CH3:12])([CH3:3])[CH3:2]. (4) Given the reactants [NH2:1][C:2]1[N:3]=[C:4]([CH3:27])[C:5]2[CH:11]=[C:10]([C:12]3[CH:13]=[N:14][C:15]([O:18][CH3:19])=[CH:16][CH:17]=3)[CH2:9][N:8]([CH:20]3[CH2:25][CH2:24][CH:23]([OH:26])[CH2:22][CH2:21]3)[C:6]=2[N:7]=1.CC(C)([O-:31])C.[K+].Br[CH2:35][CH:36]([F:38])[F:37], predict the reaction product. The product is: [F:37][CH:36]([F:38])[CH2:35][NH:1][C:2]1[N:3]=[C:4]([CH3:27])[C:5]2[CH:11]=[C:10]([C:12]3[CH:13]=[N:14][C:15]([O:18][CH3:19])=[CH:16][CH:17]=3)[C:9](=[O:31])[N:8]([CH:20]3[CH2:25][CH2:24][CH:23]([OH:26])[CH2:22][CH2:21]3)[C:6]=2[N:7]=1. (5) Given the reactants [CH3:1][O:2][C:3](=[O:14])[C:4]1[C:9]([N+:10]([O-:12])=[O:11])=[CH:8][CH:7]=[CH:6][C:5]=1Br.[CH2:15]([Sn](CCCC)(CCCC)CCCC)[CH:16]=[CH2:17].[F-].[Cs+].O, predict the reaction product. The product is: [CH3:1][O:2][C:3](=[O:14])[C:4]1[C:9]([N+:10]([O-:12])=[O:11])=[CH:8][CH:7]=[CH:6][C:5]=1[CH2:17][CH:16]=[CH2:15]. (6) Given the reactants [Si]([O:8][CH2:9][CH:10]1[O:15][CH2:14][CH2:13][N:12]([CH2:16][CH2:17][CH2:18][O:19][C:20]2[CH:21]=[CH:22][C:23]3[C:24]4[N:25]([CH2:41][CH2:42][N:43]=4)[C:26]([NH:32][C:33](=[O:40])[C:34]4[CH:39]=[CH:38][CH:37]=[N:36][CH:35]=4)=[N:27][C:28]=3[C:29]=2[O:30][CH3:31])[CH2:11]1)(C(C)(C)C)(C)C.[F-].C([N+](CCCC)(CCCC)CCCC)CCC, predict the reaction product. The product is: [OH:8][CH2:9][CH:10]1[O:15][CH2:14][CH2:13][N:12]([CH2:16][CH2:17][CH2:18][O:19][C:20]2[CH:21]=[CH:22][C:23]3[C:24]4[N:25]([CH2:41][CH2:42][N:43]=4)[C:26]([NH:32][C:33](=[O:40])[C:34]4[CH:39]=[CH:38][CH:37]=[N:36][CH:35]=4)=[N:27][C:28]=3[C:29]=2[O:30][CH3:31])[CH2:11]1.